From a dataset of Catalyst prediction with 721,799 reactions and 888 catalyst types from USPTO. Predict which catalyst facilitates the given reaction. (1) Reactant: [CH3:1][S:2]([C:5]1[C:6]([NH2:11])=[N:7][CH:8]=[CH:9][CH:10]=1)(=[O:4])=[O:3].[Br:12]N1C(=O)CCC1=O. Product: [Br:12][C:9]1[CH:10]=[C:5]([S:2]([CH3:1])(=[O:4])=[O:3])[C:6]([NH2:11])=[N:7][CH:8]=1. The catalyst class is: 10. (2) Product: [ClH:1].[ClH:1].[CH2:3]([N:10]1[CH2:15][CH2:14][N:13]([CH2:17][C:18]([C:20]2[CH:29]=[CH:28][C:27]3[C:22](=[CH:23][CH:24]=[CH:25][CH:26]=3)[CH:21]=2)=[O:19])[CH2:12][CH2:11]1)[C:4]1[CH:5]=[CH:6][CH:7]=[CH:8][CH:9]=1. Reactant: [ClH:1].Cl.[CH2:3]([N:10]1[CH2:15][CH2:14][NH:13][CH2:12][CH2:11]1)[C:4]1[CH:9]=[CH:8][CH:7]=[CH:6][CH:5]=1.Br[CH2:17][C:18]([C:20]1[CH:29]=[CH:28][C:27]2[C:22](=[CH:23][CH:24]=[CH:25][CH:26]=2)[CH:21]=1)=[O:19].C([O-])([O-])=O.[K+].[K+]. The catalyst class is: 21.